The task is: Predict the reaction yield, written as a fraction of the theoretical maximum amount of product (1.0 means a 100% yield; for example, 0.34 means a 34% yield).. This data is from Reaction yield outcomes from USPTO patents with 853,638 reactions. The reactants are C([O-])([O-])=O.[Cs+].[Cs+].[CH:7]1([C:10]#[CH:11])[CH2:9][CH2:8]1.[N+:12]([CH2:14][C:15]([O:17][CH2:18][CH3:19])=[O:16])#[C-:13]. The catalyst is CN(C=O)C. The product is [CH:7]1([C:10]2[CH:11]=[CH:13][NH:12][C:14]=2[C:15]([O:17][CH2:18][CH3:19])=[O:16])[CH2:9][CH2:8]1. The yield is 0.499.